From a dataset of Full USPTO retrosynthesis dataset with 1.9M reactions from patents (1976-2016). Predict the reactants needed to synthesize the given product. (1) Given the product [Br:1][C:2]1[S:3][C:4]([C:13]([C:14]2[CH:15]=[C:16]3[C:17]([CH:20]=[C:21]([C:22]4[CH:23]=[CH:24][CH:25]=[CH:26][CH:27]=4)[NH:28]3)=[CH:18][CH:19]=2)=[O:29])=[CH:5][C:6]=1[CH2:7][C:8]([O:10][CH2:11][CH3:12])=[O:9], predict the reactants needed to synthesize it. The reactants are: [Br:1][C:2]1[S:3][C:4]([C:13](=[O:29])[C:14]2[CH:19]=[CH:18][C:17]([C:20]#[C:21][C:22]3[CH:27]=[CH:26][CH:25]=[CH:24][CH:23]=3)=[C:16]([NH2:28])[CH:15]=2)=[CH:5][C:6]=1[CH2:7][C:8]([O:10][CH2:11][CH3:12])=[O:9].[Br-].[Br-].[Br-].[In+3]. (2) Given the product [CH:2]([N:16]([C:17]1[CH:22]=[CH:21][C:20]([O:23][CH3:24])=[CH:19][CH:18]=1)[S:13]([C:10]1[CH:11]=[CH:12][C:7]([O:6][CH3:5])=[CH:8][CH:9]=1)(=[O:15])=[O:14])([CH3:4])[CH3:3], predict the reactants needed to synthesize it. The reactants are: I[CH:2]([CH3:4])[CH3:3].[CH3:5][O:6][C:7]1[CH:12]=[CH:11][C:10]([S:13]([NH:16][C:17]2[CH:22]=[CH:21][C:20]([O:23][CH3:24])=[CH:19][CH:18]=2)(=[O:15])=[O:14])=[CH:9][CH:8]=1.